This data is from Catalyst prediction with 721,799 reactions and 888 catalyst types from USPTO. The task is: Predict which catalyst facilitates the given reaction. (1) Reactant: S(Cl)(C)(=O)=O.[I:6][C:7]1[C:14]([I:15])=[CH:13][C:12]([I:16])=[CH:11][C:8]=1[CH2:9]O.C(N(C(C)C)CC)(C)C.[Cl-:26].[Li+]. Product: [I:6][C:7]1[C:14]([I:15])=[CH:13][C:12]([I:16])=[CH:11][C:8]=1[CH2:9][Cl:26]. The catalyst class is: 46. (2) Reactant: [F:1][C:2]1[CH:7]=[C:6]([F:8])[CH:5]=[CH:4][C:3]=1[C:9]1[C:10]2[CH:22]=[CH:21][C:20](=[O:23])[N:19]([C:24]3[CH:29]=[CH:28][CH:27]=[CH:26][C:25]=3[F:30])[C:11]=2[N:12]=[C:13](S(C)(=O)=O)[N:14]=1.[CH2:31]([NH2:34])[CH2:32][NH2:33]. The catalyst class is: 1. Product: [NH2:33][CH2:32][CH2:31][NH:34][C:13]1[N:14]=[C:9]([C:3]2[CH:4]=[CH:5][C:6]([F:8])=[CH:7][C:2]=2[F:1])[C:10]2[CH:22]=[CH:21][C:20](=[O:23])[N:19]([C:24]3[CH:29]=[CH:28][CH:27]=[CH:26][C:25]=3[F:30])[C:11]=2[N:12]=1. (3) Reactant: [F:1][C:2]([F:33])([F:32])[O:3][C:4]1[CH:31]=[CH:30][C:7]([CH2:8][NH:9][C:10]([C@H:12]2[CH2:17][NH:16][CH2:15][CH2:14][N:13]2[S:18]([C:21]2[CH:26]=[CH:25][C:24]([CH:27]3[CH2:29][CH2:28]3)=[CH:23][CH:22]=2)(=[O:20])=[O:19])=[O:11])=[CH:6][CH:5]=1.Cl[C:35]1[S:36][C:37]2[C:42]([Cl:43])=[N:41][C:40]([CH:44]3[CH2:46][CH2:45]3)=[N:39][C:38]=2[N:47]=1.C(N(CC)C(C)C)(C)C. Product: [F:33][C:2]([F:1])([F:32])[O:3][C:4]1[CH:31]=[CH:30][C:7]([CH2:8][NH:9][C:10]([C@H:12]2[CH2:17][N:16]([C:35]3[S:36][C:37]4[C:42]([Cl:43])=[N:41][C:40]([CH:44]5[CH2:45][CH2:46]5)=[N:39][C:38]=4[N:47]=3)[CH2:15][CH2:14][N:13]2[S:18]([C:21]2[CH:26]=[CH:25][C:24]([CH:27]3[CH2:28][CH2:29]3)=[CH:23][CH:22]=2)(=[O:19])=[O:20])=[O:11])=[CH:6][CH:5]=1. The catalyst class is: 789. (4) Reactant: [NH2:1][CH:2]([C:6]1[S:7][CH:8]=[CH:9][CH:10]=1)[C:3]([OH:5])=[O:4].C(N(CC)CC)C.[C:18](O[C:18]([O:20][C:21]([CH3:24])([CH3:23])[CH3:22])=[O:19])([O:20][C:21]([CH3:24])([CH3:23])[CH3:22])=[O:19]. Product: [C:21]([O:20][C:18]([NH:1][CH:2]([C:6]1[S:7][CH:8]=[CH:9][CH:10]=1)[C:3]([OH:5])=[O:4])=[O:19])([CH3:24])([CH3:23])[CH3:22]. The catalyst class is: 20. (5) Reactant: [Br:1][C:2]1[CH:7]=[CH:6][C:5]([C:8]2[CH:13]=[CH:12][C:11]([CH2:14][C@@H:15]([OH:17])[CH3:16])=[CH:10][CH:9]=2)=[CH:4][CH:3]=1.N1C=CN=C1.[C:23]([Si:27]([CH3:30])([CH3:29])Cl)([CH3:26])([CH3:25])[CH3:24].C(OCC)C. Product: [Br:1][C:2]1[CH:3]=[CH:4][C:5]([C:8]2[CH:13]=[CH:12][C:11]([CH2:14][C@H:15]([CH3:16])[O:17][Si:27]([C:23]([CH3:26])([CH3:25])[CH3:24])([CH3:30])[CH3:29])=[CH:10][CH:9]=2)=[CH:6][CH:7]=1. The catalyst class is: 9.